This data is from NCI-60 drug combinations with 297,098 pairs across 59 cell lines. The task is: Regression. Given two drug SMILES strings and cell line genomic features, predict the synergy score measuring deviation from expected non-interaction effect. (1) Drug 1: C(CC(=O)O)C(=O)CN.Cl. Drug 2: C1=CN(C=N1)CC(O)(P(=O)(O)O)P(=O)(O)O. Cell line: SR. Synergy scores: CSS=11.5, Synergy_ZIP=-1.65, Synergy_Bliss=0.936, Synergy_Loewe=-0.428, Synergy_HSA=-0.0604. (2) Drug 1: CC12CCC3C(C1CCC2=O)CC(=C)C4=CC(=O)C=CC34C. Drug 2: CCCCCOC(=O)NC1=NC(=O)N(C=C1F)C2C(C(C(O2)C)O)O. Cell line: 786-0. Synergy scores: CSS=42.3, Synergy_ZIP=0.515, Synergy_Bliss=1.37, Synergy_Loewe=-18.6, Synergy_HSA=0.428. (3) Drug 1: COC1=C(C=C2C(=C1)N=CN=C2NC3=CC(=C(C=C3)F)Cl)OCCCN4CCOCC4. Drug 2: CN(CCCl)CCCl.Cl. Cell line: U251. Synergy scores: CSS=15.6, Synergy_ZIP=-8.87, Synergy_Bliss=-6.62, Synergy_Loewe=-4.84, Synergy_HSA=-4.70. (4) Synergy scores: CSS=42.5, Synergy_ZIP=1.74, Synergy_Bliss=2.25, Synergy_Loewe=-1.94, Synergy_HSA=4.81. Drug 1: C1=CC(=C2C(=C1NCCNCCO)C(=O)C3=C(C=CC(=C3C2=O)O)O)NCCNCCO. Drug 2: C1=NC2=C(N=C(N=C2N1C3C(C(C(O3)CO)O)F)Cl)N. Cell line: MALME-3M.